Dataset: Reaction yield outcomes from USPTO patents with 853,638 reactions. Task: Predict the reaction yield, written as a fraction of the theoretical maximum amount of product (1.0 means a 100% yield; for example, 0.34 means a 34% yield). (1) The reactants are [F:1][C:2]1[CH:3]=[C:4]([CH:22]=[CH:23][CH:24]=1)[CH2:5][CH2:6][NH:7][C:8]1[N:16]=[C:15]([C:17]2[CH:18]=[N:19][NH:20][CH:21]=2)[CH:14]=[CH:13][C:9]=1[C:10](O)=[O:11].CN(C(ON1N=[N:40][C:35]2[CH:36]=[CH:37][CH:38]=[CH:39]C1=2)=[N+](C)C)C.F[P-](F)(F)(F)(F)F.C1C=CC2N(O)N=[N:55][C:53]=2C=1. The catalyst is CN(C=O)C. The product is [F:1][C:2]1[CH:3]=[C:4]([CH:22]=[CH:23][CH:24]=1)[CH2:5][CH2:6][NH:7][C:8]1[N:16]=[C:15]([C:17]2[CH:18]=[N:19][NH:20][CH:21]=2)[CH:14]=[CH:13][C:9]=1[C:10]([NH:55][CH2:53][C:38]1[CH:39]=[N:40][CH:35]=[CH:36][CH:37]=1)=[O:11]. The yield is 0.620. (2) The reactants are [CH3:1][C:2]1[O:3][C:4]2[C:13]3[C:12](=[O:14])[CH2:11][CH2:10][C:9]=3[CH:8]=[CH:7][C:5]=2[N:6]=1.[CH3:15][C:16]([CH3:18])=O.IC#N. The catalyst is O1CCCC1. The product is [CH3:1][C:2]1[O:3][C:4]2[C:13]3[C:12](=[O:14])[C:11](=[C:16]([CH3:18])[CH3:15])[CH2:10][C:9]=3[CH:8]=[CH:7][C:5]=2[N:6]=1. The yield is 0.330. (3) The product is [CH3:25][C:9]1[C:10]([C:11]2[CH:12]=[CH:13][C:14]([S:17](=[O:24])(=[O:23])[NH2:18])=[CH:15][CH:16]=2)=[C:6]([C:4]([OH:5])=[O:3])[S:7][C:8]=1[N:26]1[CH2:27][CH2:28][O:29][CH2:30][CH2:31]1. The catalyst is C(O)C.C(OC(=O)C)C. The reactants are C([O:3][C:4]([C:6]1[S:7][C:8]([N:26]2[CH2:31][CH2:30][O:29][CH2:28][CH2:27]2)=[C:9]([CH3:25])[C:10]=1[C:11]1[CH:16]=[CH:15][C:14]([S:17](=[O:24])(=[O:23])[N:18]=CN(C)C)=[CH:13][CH:12]=1)=[O:5])C.[OH-].[Na+].O.Cl. The yield is 0.660. (4) The reactants are [F:1][C:2]1[CH:10]=[C:9]2[C:5]([C:6]([C:18]3[CH:19]=[N:20][C:21]([S:24](=[O:27])(=[O:26])[NH2:25])=[CH:22][CH:23]=3)=[CH:7][N:8]2C(OC(C)(C)C)=O)=[CH:4][CH:3]=1.[ClH:28].CCOC(C)=O. The catalyst is CCOC(C)=O. The product is [ClH:28].[F:1][C:2]1[CH:10]=[C:9]2[C:5]([C:6]([C:18]3[CH:23]=[CH:22][C:21]([S:24]([NH2:25])(=[O:27])=[O:26])=[N:20][CH:19]=3)=[CH:7][NH:8]2)=[CH:4][CH:3]=1. The yield is 0.810. (5) The reactants are FC1C=C2C(C(C3C=CC(N4CCC(N)CC4)=NC=3)=CN2)=CC=1.[F:24][C:25]1[CH:33]=[C:32]2[C:28]([C:29]([C:34]3[CH:35]=[CH:36][C:37]([NH:40][C:41](=[O:54])[C@@H:42]([NH:46]C(=O)OC(C)(C)C)[CH:43]([CH3:45])[CH3:44])=[N:38][CH:39]=3)=[CH:30][NH:31]2)=[CH:27][CH:26]=1. No catalyst specified. The product is [NH2:46][C@@H:42]([CH:43]([CH3:45])[CH3:44])[C:41]([NH:40][C:37]1[CH:36]=[CH:35][C:34]([C:29]2[C:28]3[C:32](=[CH:33][C:25]([F:24])=[CH:26][CH:27]=3)[NH:31][CH:30]=2)=[CH:39][N:38]=1)=[O:54]. The yield is 0.110. (6) The reactants are [CH2:1]([N:8]1[C:12]2[CH:13]=[CH:14][CH:15]=[CH:16][C:11]=2[N:10]=[C:9]1[CH2:17]Cl)[C:2]1[CH:7]=[CH:6][CH:5]=[CH:4][CH:3]=1.[CH3:19][Si:20]([CH3:25])([CH3:24])[C:21]#[C:22][CH3:23]. No catalyst specified. The product is [CH2:1]([N:8]1[C:12]2[CH:13]=[CH:14][CH:15]=[CH:16][C:11]=2[N:10]=[C:9]1[CH2:17][CH2:23][C:22]#[C:21][Si:20]([CH3:25])([CH3:24])[CH3:19])[C:2]1[CH:7]=[CH:6][CH:5]=[CH:4][CH:3]=1. The yield is 1.00.